This data is from Forward reaction prediction with 1.9M reactions from USPTO patents (1976-2016). The task is: Predict the product of the given reaction. (1) Given the reactants [NH2:1][C:2]1[CH:7]=[CH:6][C:5]([Cl:8])=[CH:4][N:3]=1.S(=O)(=O)(O)O.[N+:14]([O-])([OH:16])=[O:15].[OH-].[Na+], predict the reaction product. The product is: [Cl:8][C:5]1[CH:6]=[C:7]([N+:14]([O-:16])=[O:15])[C:2]([NH2:1])=[N:3][CH:4]=1. (2) Given the reactants [CH:1]12[CH2:10][CH:7]([CH:8]=[CH:9]1)[CH:6]1[CH:2]2[CH:3]=[CH:4][CH2:5]1.[OH2:11].[OH2:12].C[N+]([O-])(C)C.[O-][Si]([O-])=O.[Mg+2].S([O-])(O)=O.[Na+], predict the reaction product. The product is: [CH:1]12[CH2:10][CH:7]([CH:8]([OH:12])[CH:9]1[OH:11])[CH:6]1[CH:2]2[CH:3]=[CH:4][CH2:5]1. (3) The product is: [OH:3][CH2:4][CH2:5][CH:6]1[O:10][B:9]([OH:11])[C:8]2[CH:12]=[C:13]([O:16][C:17]3[CH:22]=[CH:21][CH:20]=[CH:19][CH:18]=3)[CH:14]=[CH:15][C:7]1=2. Given the reactants C([O:3][C:4](=O)[CH2:5][CH:6]1[O:10][B:9]([OH:11])[C:8]2[CH:12]=[C:13]([O:16][C:17]3[CH:22]=[CH:21][CH:20]=[CH:19][CH:18]=3)[CH:14]=[CH:15][C:7]1=2)C.[H-].[H-].[H-].[H-].[Li+].[Al+3], predict the reaction product. (4) Given the reactants Cl[C:2]1[N:7]=[CH:6][N:5]=[C:4]([NH:8][CH3:9])[CH:3]=1.[F:10][C:11]1[CH:17]=[C:16]([F:18])[CH:15]=[CH:14][C:12]=1[NH2:13], predict the reaction product. The product is: [F:10][C:11]1[CH:17]=[C:16]([F:18])[CH:15]=[CH:14][C:12]=1[NH:13][C:2]1[CH:3]=[C:4]([NH:8][CH3:9])[N:5]=[CH:6][N:7]=1. (5) Given the reactants [C:1]([O:5][C:6]([N:8]1[CH2:13][CH2:12][N:11]([C:14]2[CH:19]=[CH:18][C:17]([C:20]3[C:21]([N:25](C(OCC(Cl)(Cl)Cl)=O)[C@H:26]([C:31]([O:33][CH3:34])=[O:32])[CH2:27][CH:28]([CH3:30])[CH3:29])=[N:22][O:23][N:24]=3)=[CH:16][CH:15]=2)[CH2:10][CH2:9]1)=[O:7])([CH3:4])([CH3:3])[CH3:2].OP([O-])(O)=O.[K+], predict the reaction product. The product is: [C:1]([O:5][C:6]([N:8]1[CH2:13][CH2:12][N:11]([C:14]2[CH:15]=[CH:16][C:17]([C:20]3[C:21]([NH:25][C@H:26]([C:31]([O:33][CH3:34])=[O:32])[CH2:27][CH:28]([CH3:30])[CH3:29])=[N:22][O:23][N:24]=3)=[CH:18][CH:19]=2)[CH2:10][CH2:9]1)=[O:7])([CH3:2])([CH3:3])[CH3:4]. (6) Given the reactants [F:1][C:2]1[CH:7]=[CH:6][C:5]([CH:8]2[CH2:17][CH2:16][C:11]3(OCC[O:12]3)[CH2:10][CH2:9]2)=[CH:4][CH:3]=1.S(=O)(=O)(O)O, predict the reaction product. The product is: [F:1][C:2]1[CH:3]=[CH:4][C:5]([CH:8]2[CH2:9][CH2:10][C:11](=[O:12])[CH2:16][CH2:17]2)=[CH:6][CH:7]=1. (7) The product is: [NH2:26][C:23]1[CH:24]=[CH:25][C:20]([C:17]2[NH:16][C:15](=[O:29])[C:14]3=[C:13]([CH2:30][CH3:31])[N:12]=[C:11]([C@H:8]4[CH2:9][CH2:10][C@@H:5]([C:1]([CH3:3])([CH3:2])[CH3:4])[CH2:6][CH2:7]4)[N:19]3[N:18]=2)=[CH:21][CH:22]=1. Given the reactants [C:1]([C@@H:5]1[CH2:10][CH2:9][C@H:8]([C:11]2[N:19]3[C:14]([C:15](=[O:29])[NH:16][C:17]([C:20]4[CH:25]=[CH:24][C:23]([N+:26]([O-])=O)=[CH:22][CH:21]=4)=[N:18]3)=[C:13]([CH2:30][CH3:31])[N:12]=2)[CH2:7][CH2:6]1)([CH3:4])([CH3:3])[CH3:2].[H][H], predict the reaction product. (8) Given the reactants Br[C:2]1[CH:3]=[C:4]2[C:9](=[C:10]([O:12]COCC[Si](C)(C)C)[CH:11]=1)[N:8]=[CH:7][N:6](COCC[Si](C)(C)C)[C:5]2=[O:29].[Br-].[CH:31]1([Zn+])[CH2:35][CH2:34][CH2:33][CH2:32]1, predict the reaction product. The product is: [CH:31]1([C:2]2[CH:3]=[C:4]3[C:9](=[C:10]([OH:12])[CH:11]=2)[N:8]=[CH:7][NH:6][C:5]3=[O:29])[CH2:35][CH2:34][CH2:33][CH2:32]1. (9) Given the reactants [CH3:1][C:2]1[N:6]([C:7]2[CH:12]=[CH:11][CH:10]=[CH:9][CH:8]=2)[C:5]([NH:13]C(=O)OCC2C=CC=CC=2)=[CH:4][N:3]=1, predict the reaction product. The product is: [CH3:1][C:2]1[N:6]([C:7]2[CH:8]=[CH:9][CH:10]=[CH:11][CH:12]=2)[C:5]([NH2:13])=[CH:4][N:3]=1. (10) The product is: [Cl:22][C:23]1[N:24]=[CH:25][NH:26][C:27]=1[C:28]([NH:1][CH2:2][C:3]1[CH:8]=[CH:7][C:6]([Cl:9])=[C:5]([O:10][C:11]2[CH:12]=[C:13]([C:14]#[N:15])[CH:16]=[C:17]([F:20])[C:18]=2[Cl:19])[C:4]=1[F:21])=[O:29]. Given the reactants [NH2:1][CH2:2][C:3]1[C:4]([F:21])=[C:5]([O:10][C:11]2[CH:12]=[C:13]([CH:16]=[C:17]([F:20])[C:18]=2[Cl:19])[C:14]#[N:15])[C:6]([Cl:9])=[CH:7][CH:8]=1.[Cl:22][C:23]1[N:24]=[CH:25][N:26](COCC[Si](C)(C)C)[C:27]=1[C:28](O)=[O:29].CCN(C(C)C)C(C)C.CN(C(ON1N=NC2C=CC=NC1=2)=[N+](C)C)C.F[P-](F)(F)(F)(F)F, predict the reaction product.